This data is from Forward reaction prediction with 1.9M reactions from USPTO patents (1976-2016). The task is: Predict the product of the given reaction. (1) Given the reactants [CH2:1]([O:3][C:4]([C:6]1[C:10]([I:11])=[CH:9][NH:8][N:7]=1)=[O:5])[CH3:2].C(=O)([O-])[O-].[Cs+].[Cs+].Br[CH2:19][CH2:20][O:21][CH:22]1[CH2:27][CH2:26][CH2:25][CH2:24][O:23]1, predict the reaction product. The product is: [CH2:1]([O:3][C:4]([C:6]1[C:10]([I:11])=[CH:9][N:8]([CH2:19][CH2:20][O:21][CH:22]2[CH2:27][CH2:26][CH2:25][CH2:24][O:23]2)[N:7]=1)=[O:5])[CH3:2]. (2) Given the reactants [CH:1]1([C@@H:7]2[NH:12][C:11](=[O:13])[C@H:10]([CH2:14][CH:15]([CH3:17])[CH3:16])[NH:9][CH2:8]2)[CH2:6][CH2:5][CH2:4][CH2:3][CH2:2]1.[Cl:18][C:19]1[CH:24]=[CH:23][C:22]([C:25]2[O:29][N:28]=[C:27]([CH:30]=O)[CH:26]=2)=[CH:21][CH:20]=1.C([C@@H]1N(CC2C=C(C3C=CC=CC=3)ON=2)C[C@H](CC(C)C)NC1=O)C(C)C, predict the reaction product. The product is: [Cl:18][C:19]1[CH:20]=[CH:21][C:22]([C:25]2[O:29][N:28]=[C:27]([CH2:30][N:9]3[CH2:8][C@H:7]([CH:1]4[CH2:2][CH2:3][CH2:4][CH2:5][CH2:6]4)[NH:12][C:11](=[O:13])[C@@H:10]3[CH2:14][CH:15]([CH3:17])[CH3:16])[CH:26]=2)=[CH:23][CH:24]=1. (3) Given the reactants [Cl:1][C:2]1[CH:10]=[C:9]2[C:5]([C:6]([CH2:18][C:19]3[CH:24]=[CH:23][CH:22]=[C:21]([Cl:25])[CH:20]=3)([CH:12]3[CH2:17][CH2:16][CH2:15][NH:14][CH2:13]3)[C:7](=[O:11])[NH:8]2)=[CH:4][CH:3]=1.C(N(CC)CC)C.[N:33]([C:36]1[CH:41]=[CH:40][C:39]([O:42][C:43]([F:46])([F:45])[F:44])=[CH:38][CH:37]=1)=[C:34]=[O:35], predict the reaction product. The product is: [F:44][C:43]([F:45])([F:46])[O:42][C:39]1[CH:38]=[CH:37][C:36]([NH:33][C:34]([N:14]2[CH2:15][CH2:16][CH2:17][CH:12]([C:6]3([CH2:18][C:19]4[CH:24]=[CH:23][CH:22]=[C:21]([Cl:25])[CH:20]=4)[C:5]4[C:9](=[CH:10][C:2]([Cl:1])=[CH:3][CH:4]=4)[NH:8][C:7]3=[O:11])[CH2:13]2)=[O:35])=[CH:41][CH:40]=1. (4) Given the reactants [CH3:1][C:2]1[C:10]2[C:5](=[CH:6][N:7]=[C:8]([CH:11]=[O:12])[CH:9]=2)[O:4][CH:3]=1.C([OH:17])(C)(C)C.Cl([O-])=O.[Na+].P([O-])(O)(O)=O.[K+], predict the reaction product. The product is: [CH3:1][C:2]1[C:10]2[C:5](=[CH:6][N:7]=[C:8]([C:11]([OH:17])=[O:12])[CH:9]=2)[O:4][CH:3]=1. (5) Given the reactants CC1OC(C=CC2C=C3CCCN4CCCC(=C34)C=2)=CC(=C(C#N)C#N)C=1.[F:28][C:29]([F:39])([F:38])[C:30]1[CH:31]=[C:32]([NH2:37])[C:33]([NH2:36])=[N:34][CH:35]=1.[Cl:40][CH2:41][C:42](OCC)(OCC)OCC, predict the reaction product. The product is: [Cl:40][CH2:41][C:42]1[NH:36][C:33]2=[N:34][CH:35]=[C:30]([C:29]([F:28])([F:38])[F:39])[CH:31]=[C:32]2[N:37]=1.